Predict the product of the given reaction. From a dataset of Forward reaction prediction with 1.9M reactions from USPTO patents (1976-2016). The product is: [CH3:1][C@H:2]1[C:10]2[C:6](=[CH:7][NH:8][N:9]=2)[C@@H:5]([C:11]2[CH:12]=[CH:13][C:14]([C:15]#[N:16])=[CH:17][CH:18]=2)[CH2:4][CH2:3]1. Given the reactants [CH3:1][CH:2]1[C:10]2[C:6](=[CH:7][NH:8][N:9]=2)[CH:5]([C:11]2[CH:18]=[CH:17][C:14]([C:15]#[N:16])=[CH:13][CH:12]=2)[CH2:4][CH2:3]1.C[C@@H]1C2C(=CNN=2)[C@@H](C2C=CC(C#N)=CC=2)CC1, predict the reaction product.